From a dataset of Full USPTO retrosynthesis dataset with 1.9M reactions from patents (1976-2016). Predict the reactants needed to synthesize the given product. (1) Given the product [C:13]([O:17][C:18]([NH:20][C@@:21]12[CH2:27][CH2:26][C@:25]1([CH2:28][O:29][CH3:30])[CH2:24][N:23]([C@@H:31]([C:33]1[CH:34]=[CH:35][CH:36]=[CH:37][CH:38]=1)[CH3:32])[CH2:22]2)=[O:19])([CH3:14])([CH3:15])[CH3:16], predict the reactants needed to synthesize it. The reactants are: COCCO[AlH2-]OCCOC.[Na+].[C:13]([O:17][C:18]([NH:20][C@@:21]12[CH2:27][CH2:26][C@:25]1([CH2:28][O:29][CH3:30])[CH2:24][N:23]([C@@H:31]([C:33]1[CH:38]=[CH:37][CH:36]=[CH:35][CH:34]=1)[CH3:32])[C:22]2=O)=[O:19])([CH3:16])([CH3:15])[CH3:14].O.O.O.O.C(C(C(C([O-])=O)O)O)([O-])=O.[Na+].[K+].C(OCC)(=O)C. (2) Given the product [C:21]([Si:8]([C:15]1[CH:20]=[CH:19][CH:18]=[CH:17][CH:16]=1)([C:9]1[CH:14]=[CH:13][CH:12]=[CH:11][CH:10]=1)[O:7][CH:4]1[CH2:5][CH:6]=[C:2]([B:28]2[O:29][C:30]([CH3:32])([CH3:31])[C:26]([CH3:42])([CH3:25])[O:27]2)[CH2:3]1)([CH3:24])([CH3:23])[CH3:22], predict the reactants needed to synthesize it. The reactants are: Br[C:2]1[CH2:3][CH:4]([O:7][Si:8]([C:21]([CH3:24])([CH3:23])[CH3:22])([C:15]2[CH:20]=[CH:19][CH:18]=[CH:17][CH:16]=2)[C:9]2[CH:14]=[CH:13][CH:12]=[CH:11][CH:10]=2)[CH2:5][CH:6]=1.[CH3:25][C:26]1([CH3:42])[C:30]([CH3:32])([CH3:31])[O:29][B:28]([B:28]2[O:29][C:30]([CH3:32])([CH3:31])[C:26]([CH3:42])([CH3:25])[O:27]2)[O:27]1.C([O-])(=O)C.[K+].COCCOC.